From a dataset of Reaction yield outcomes from USPTO patents with 853,638 reactions. Predict the reaction yield, written as a fraction of the theoretical maximum amount of product (1.0 means a 100% yield; for example, 0.34 means a 34% yield). (1) The reactants are [CH3:1][C:2]1([CH3:19])[CH2:6][C:5]2[CH:7]=[C:8]([N+:16]([O-])=O)[CH:9]=[C:10]([C:11]([O:13][CH2:14][CH3:15])=[O:12])[C:4]=2[O:3]1.[H][H]. The catalyst is C(O)C.[Pd]. The product is [NH2:16][C:8]1[CH:9]=[C:10]([C:11]([O:13][CH2:14][CH3:15])=[O:12])[C:4]2[O:3][C:2]([CH3:19])([CH3:1])[CH2:6][C:5]=2[CH:7]=1. The yield is 0.990. (2) The reactants are C1(C[O:5][C:6](=[O:32])[CH:7]([C:12]2[CH:17]=[C:16]([O:18][CH2:19][CH:20]3[CH2:22][CH2:21]3)[C:15]([C:23]3[CH:28]=[CH:27][C:26]([Cl:29])=[C:25]([Cl:30])[CH:24]=3)=[C:14]([Cl:31])[CH:13]=2)[CH2:8][CH:9]([CH3:11])[CH3:10])CC1.[OH-].[K+]. The catalyst is CCO.O. The yield is 0.900. The product is [CH3:10][CH:9]([CH3:11])[CH2:8][CH:7]([C:12]1[CH:17]=[C:16]([O:18][CH2:19][CH:20]2[CH2:22][CH2:21]2)[C:15]([C:23]2[CH:28]=[CH:27][C:26]([Cl:29])=[C:25]([Cl:30])[CH:24]=2)=[C:14]([Cl:31])[CH:13]=1)[C:6]([OH:32])=[O:5]. (3) The reactants are [CH3:1][C:2]([CH2:8][CH2:9][CH3:10])=[C:3]1[CH:7]=[CH:6][CH:5]=[CH:4]1.[CH3:11][Li]. The catalyst is C1COCC1.CCOCC.O. The product is [CH3:1][C:2]([C:3]1[CH2:7][CH:6]=[CH:5][CH:4]=1)([CH3:11])[CH2:8][CH2:9][CH3:10]. The yield is 0.820. (4) No catalyst specified. The reactants are C[O:2][C:3](=[O:31])[CH2:4][CH2:5][C:6]1[CH:11]=[CH:10][C:9]([NH:12][CH2:13][C:14]2[S:18][C:17]([C:19]3[CH:24]=[CH:23][C:22]([C:25]([F:28])([F:27])[F:26])=[CH:21][CH:20]=3)=[N:16][C:15]=2[CH3:29])=[CH:8][C:7]=1[CH3:30].[OH-].[Na+:33]. The yield is 0.170. The product is [Na+:33].[CH3:30][C:7]1[CH:8]=[C:9]([NH:12][CH2:13][C:14]2[S:18][C:17]([C:19]3[CH:24]=[CH:23][C:22]([C:25]([F:28])([F:26])[F:27])=[CH:21][CH:20]=3)=[N:16][C:15]=2[CH3:29])[CH:10]=[CH:11][C:6]=1[CH2:5][CH2:4][C:3]([O-:31])=[O:2]. (5) The yield is 0.710. The reactants are [NH2:1][C:2]1[CH:3]=[CH:4][CH:5]=[C:6]2[C:11]=1[CH2:10][C:9](=[O:12])[CH2:8][CH2:7]2.[BH4-].[Na+].O. The product is [NH2:1][C:2]1[CH:3]=[CH:4][CH:5]=[C:6]2[C:11]=1[CH2:10][CH:9]([OH:12])[CH2:8][CH2:7]2. The catalyst is CO. (6) The yield is 1.00. The product is [C:1]([NH:4][C:5]1[C:6](=[CH:10][CH:11]=[CH:12][CH:13]=1)[C:7]([Cl:17])=[O:8])(=[O:3])[CH3:2]. The reactants are [C:1]([NH:4][C:5]1[C:6](=[CH:10][CH:11]=[CH:12][CH:13]=1)[C:7](O)=[O:8])(=[O:3])[CH3:2].C(Cl)(=O)C([Cl:17])=O. No catalyst specified. (7) The reactants are [CH3:1][O:2][C:3](=[O:38])[C@@H:4]([NH:14][C:15]([C:17]1[C:18]([C:34]([F:37])([F:36])[F:35])=[N:19][C:20]([NH:23][CH2:24][CH2:25][CH2:26][C:27]2[CH:32]=[CH:31][CH:30]=[C:29]([OH:33])[CH:28]=2)=[N:21][CH:22]=1)=[O:16])[CH2:5][NH:6][C:7](OC(C)(C)C)=[O:8].C(O)(C(F)(F)F)=O.C(N(CC)CC)C.[S:53]1[CH:57]=[CH:56][CH:55]=[C:54]1C(O)=O.CN(C(ON1N=NC2C=CC=CC1=2)=[N+](C)C)C.F[P-](F)(F)(F)(F)F.C1C=CC2N(O)N=NC=2C=1. The catalyst is C(Cl)Cl. The product is [CH3:1][O:2][C:3](=[O:38])[C@@H:4]([NH:14][C:15]([C:17]1[C:18]([C:34]([F:35])([F:37])[F:36])=[N:19][C:20]([NH:23][CH2:24][CH2:25][CH2:26][C:27]2[CH:32]=[CH:31][CH:30]=[C:29]([OH:33])[CH:28]=2)=[N:21][CH:22]=1)=[O:16])[CH2:5][NH:6][C:7]([C:54]1[S:53][CH:57]=[CH:56][CH:55]=1)=[O:8]. The yield is 0.460. (8) The reactants are Br[C:2]1[CH:3]=[C:4]2[C:9](=[C:10]([O:12][CH3:13])[CH:11]=1)[N:8]=[C:7]([C:14]1[CH:15]=[N:16][CH:17]=[CH:18][CH:19]=1)[N:6]=[C:5]2[NH:20][CH3:21].[CH3:22][O:23][C:24]1[CH:25]=[C:26](B(O)O)[CH:27]=[CH:28][CH:29]=1.C([O-])([O-])=O.[K+].[K+]. The catalyst is O1CCOCC1.Cl[Pd](Cl)([P](C1C=CC=CC=1)(C1C=CC=CC=1)C1C=CC=CC=1)[P](C1C=CC=CC=1)(C1C=CC=CC=1)C1C=CC=CC=1. The product is [CH3:13][O:12][C:10]1[CH:11]=[C:2]([C:28]2[CH:27]=[CH:26][CH:25]=[C:24]([O:23][CH3:22])[CH:29]=2)[CH:3]=[C:4]2[C:9]=1[N:8]=[C:7]([C:14]1[CH:15]=[N:16][CH:17]=[CH:18][CH:19]=1)[N:6]=[C:5]2[NH:20][CH3:21]. The yield is 0.810. (9) The reactants are [CH2:1]([O:8][C:9]1[C:10]([NH:36][C:37]2[CH:42]=[CH:41][CH:40]=[CH:39][C:38]=2[N+:43]([O-:45])=[O:44])=[CH:11][C:12]2[CH2:13][C@H:14]3[N:25]([C:26]([O:28][CH2:29][C:30]4[CH:35]=[CH:34][CH:33]=[CH:32][CH:31]=4)=[O:27])[CH2:24][CH2:23][C@@:20]4([C:21]=2[CH:22]=1)[C@H:15]3[CH2:16][CH2:17][CH2:18][CH2:19]4)[C:2]1[CH:7]=[CH:6][CH:5]=[CH:4][CH:3]=1.[C:46](O[C:46]([O:48][C:49]([CH3:52])([CH3:51])[CH3:50])=[O:47])([O:48][C:49]([CH3:52])([CH3:51])[CH3:50])=[O:47]. The catalyst is C1COCC1.CN(C1C=CN=CC=1)C. The product is [CH2:1]([O:8][C:9]1[C:10]([N:36]([C:37]2[CH:42]=[CH:41][CH:40]=[CH:39][C:38]=2[N+:43]([O-:45])=[O:44])[C:46]([O:48][C:49]([CH3:52])([CH3:51])[CH3:50])=[O:47])=[CH:11][C:12]2[CH2:13][C@H:14]3[N:25]([C:26]([O:28][CH2:29][C:30]4[CH:35]=[CH:34][CH:33]=[CH:32][CH:31]=4)=[O:27])[CH2:24][CH2:23][C@@:20]4([C:21]=2[CH:22]=1)[C@H:15]3[CH2:16][CH2:17][CH2:18][CH2:19]4)[C:2]1[CH:7]=[CH:6][CH:5]=[CH:4][CH:3]=1. The yield is 0.680. (10) The reactants are [F:1][C:2]([F:13])([F:12])[C:3]1[CH:8]=[CH:7][C:6](B(O)O)=[CH:5][CH:4]=1.CC1C(=O)NC(=O)[NH:20]C=1C(O)=O.O[C:27]1[N:32]=[C:31](O)C=[C:29]([C:34]([O:36][CH3:37])=[O:35])[N:28]=1.[F-].[Cs+].Cl[CH2:41][Cl:42]. No catalyst specified. The product is [NH2:20][C:31]1[C:41]([Cl:42])=[C:29]([C:34]([O:36][CH3:37])=[O:35])[N:28]=[C:27]([C:6]2[CH:7]=[CH:8][C:3]([C:2]([F:13])([F:12])[F:1])=[CH:4][CH:5]=2)[N:32]=1. The yield is 0.310.